From a dataset of Full USPTO retrosynthesis dataset with 1.9M reactions from patents (1976-2016). Predict the reactants needed to synthesize the given product. Given the product [ClH:34].[CH2:1]1[C:7]2[C:8]3[CH:14]=[CH:13][C:12]([N:15]4[CH:20]=[CH:19][C:18]([O:21][CH2:22][C:23]5[CH:24]=[N:25][C:26]([C:29]([F:31])([F:32])[F:30])=[CH:27][CH:28]=5)=[CH:17][C:16]4=[O:33])=[CH:11][C:9]=3[O:10][C:6]=2[CH2:5][CH2:4][CH2:3][NH:2]1, predict the reactants needed to synthesize it. The reactants are: [CH2:1]1[C:7]2[C:8]3[CH:14]=[CH:13][C:12]([N:15]4[CH:20]=[CH:19][C:18]([O:21][CH2:22][C:23]5[CH:24]=[N:25][C:26]([C:29]([F:32])([F:31])[F:30])=[CH:27][CH:28]=5)=[CH:17][C:16]4=[O:33])=[CH:11][C:9]=3[O:10][C:6]=2[CH2:5][CH2:4][CH2:3][NH:2]1.[ClH:34].CCOCC.